Dataset: Full USPTO retrosynthesis dataset with 1.9M reactions from patents (1976-2016). Task: Predict the reactants needed to synthesize the given product. (1) The reactants are: [CH3:1][O:2][C:3]1[CH:4]=[N:5][C:6]2[C:11]([CH:12]=1)=[CH:10][C:9]([C:13]([CH3:19])([CH3:18])[C:14]([O:16]C)=[O:15])=[CH:8][CH:7]=2.[Li+].[OH-].CO.Cl. Given the product [CH3:1][O:2][C:3]1[CH:4]=[N:5][C:6]2[C:11]([CH:12]=1)=[CH:10][C:9]([C:13]([CH3:19])([CH3:18])[C:14]([OH:16])=[O:15])=[CH:8][CH:7]=2, predict the reactants needed to synthesize it. (2) Given the product [CH3:3][C:4]1[CH:5]=[C:6]([CH:11]=[CH:12][C:13]=1[N:14]1[CH2:19][CH2:18][CH2:17][CH2:16][CH2:15]1)[C:7]([OH:9])=[O:8], predict the reactants needed to synthesize it. The reactants are: [OH-].[Li+].[CH3:3][C:4]1[CH:5]=[C:6]([CH:11]=[CH:12][C:13]=1[N:14]1[CH2:19][CH2:18][CH2:17][CH2:16][CH2:15]1)[C:7]([O:9]C)=[O:8]. (3) Given the product [CH2:1]([C:5]1[N:6]=[C:7]([CH:27]2[CH2:28][CH2:29]2)[N:8]([C:36]2[CH:37]=[CH:38][C:33]([O:32][CH2:30][CH3:31])=[CH:34][CH:35]=2)[C:9](=[O:26])[C:10]=1[CH2:11][C:12]1[CH:17]=[CH:16][C:15]([C:18]2[C:19]([C:24]#[N:25])=[CH:20][CH:21]=[CH:22][CH:23]=2)=[CH:14][CH:13]=1)[CH2:2][CH2:3][CH3:4], predict the reactants needed to synthesize it. The reactants are: [CH2:1]([C:5]1[N:6]=[C:7]([CH:27]2[CH2:29][CH2:28]2)[NH:8][C:9](=[O:26])[C:10]=1[CH2:11][C:12]1[CH:17]=[CH:16][C:15]([C:18]2[C:19]([C:24]#[N:25])=[CH:20][CH:21]=[CH:22][CH:23]=2)=[CH:14][CH:13]=1)[CH2:2][CH2:3][CH3:4].[CH2:30]([O:32][C:33]1[CH:38]=[CH:37][C:36](B(O)O)=[CH:35][CH:34]=1)[CH3:31].N1C=CC=CC=1.C(N(CC)CC)C. (4) Given the product [F:26][C:23]([F:24])([F:25])[C:20]1[CH:21]=[CH:22][C:17]([O:16][C:15]2[CH:14]=[C:13]([CH:29]=[CH:28][CH:27]=2)[CH:12]=[C:9]2[CH2:8][CH2:7][N:6]([C:1]([Cl:4])=[O:2])[CH2:11][CH2:10]2)=[N:18][CH:19]=1, predict the reactants needed to synthesize it. The reactants are: [C:1]([Cl:4])(Cl)=[O:2].Cl.[NH:6]1[CH2:11][CH2:10][C:9](=[CH:12][C:13]2[CH:14]=[C:15]([CH:27]=[CH:28][CH:29]=2)[O:16][C:17]2[CH:22]=[CH:21][C:20]([C:23]([F:26])([F:25])[F:24])=[CH:19][N:18]=2)[CH2:8][CH2:7]1. (5) Given the product [F:37][C:38]1[CH:43]=[CH:42][CH:41]=[CH:40][C:39]=1[C:8]1[CH:7]=[CH:6][C:5]2[C:10](=[CH:11][CH:12]=[C:3]([O:2][CH3:1])[CH:4]=2)[C:9]=1[CH2:13][C:14]1[CH:19]=[CH:18][C:17]([O:20][CH2:21][CH2:22][N:23]2[CH2:28][CH2:27][CH2:26][CH2:25][CH2:24]2)=[CH:16][CH:15]=1, predict the reactants needed to synthesize it. The reactants are: [CH3:1][O:2][C:3]1[CH:4]=[C:5]2[C:10](=[CH:11][CH:12]=1)[C:9]([CH2:13][C:14]1[CH:19]=[CH:18][C:17]([O:20][CH2:21][CH2:22][N:23]3[CH2:28][CH2:27][CH2:26][CH2:25][CH2:24]3)=[CH:16][CH:15]=1)=[C:8](OS(C(F)(F)F)(=O)=O)[CH:7]=[CH:6]2.[F:37][C:38]1[CH:43]=[CH:42][CH:41]=[CH:40][C:39]=1B(O)O.[F-].[Cs+]. (6) Given the product [Br:1][C:2]1[C:7]([C:8]2[CH:13]=[CH:12][C:11]([F:14])=[CH:10][CH:9]=2)=[C:6]([F:15])[C:5]([O:16][CH3:19])=[C:4]([CH:17]=[O:18])[CH:3]=1, predict the reactants needed to synthesize it. The reactants are: [Br:1][C:2]1[C:7]([C:8]2[CH:13]=[CH:12][C:11]([F:14])=[CH:10][CH:9]=2)=[C:6]([F:15])[C:5]([OH:16])=[C:4]([CH:17]=[O:18])[CH:3]=1.[C:19](=O)([O-])[O-].[K+].[K+].CN(C=O)C. (7) Given the product [C:22]([O:26][C:27]([NH:29][N:30]([C:31]1[CH:36]=[CH:35][CH:34]=[CH:33][C:32]=1[Cl:37])[C:18]([CH:11]1[C:10](=[O:21])[C@:9]2([CH3:8])[C:15]([CH3:17])([CH3:16])[C@H:12]1[CH2:13][CH2:14]2)=[O:19])=[O:28])([CH3:25])([CH3:23])[CH3:24], predict the reactants needed to synthesize it. The reactants are: C(N(CC)CC)C.[CH3:8][C@@:9]12[C:15]([CH3:17])([CH3:16])[C@@H:12]([CH2:13][CH2:14]1)[CH:11]([C:18](Cl)=[O:19])[C:10]2=[O:21].[C:22]([O:26][C:27]([NH:29][NH:30][C:31]1[CH:36]=[CH:35][CH:34]=[CH:33][C:32]=1[Cl:37])=[O:28])([CH3:25])([CH3:24])[CH3:23].